This data is from Full USPTO retrosynthesis dataset with 1.9M reactions from patents (1976-2016). The task is: Predict the reactants needed to synthesize the given product. (1) Given the product [I:21][C:2]1[CH:7]=[CH:6][C:5]([CH:8]([NH:10][C:11](=[O:13])[CH3:12])[CH3:9])=[CH:4][CH:3]=1, predict the reactants needed to synthesize it. The reactants are: Br[C:2]1[CH:7]=[CH:6][C:5]([CH:8]([NH:10][C:11](=[O:13])[CH3:12])[CH3:9])=[CH:4][CH:3]=1.CNCCNC.[Na+].[I-:21]. (2) Given the product [CH:1]1([C:9]([O:18][CH3:17])=[O:10])[CH2:8][CH2:7][CH2:6][CH2:5][CH2:4][CH2:3][CH2:2]1, predict the reactants needed to synthesize it. The reactants are: [CH:1]1([CH:9]=[O:10])[CH2:8][CH2:7][CH2:6][CH2:5][CH2:4][CH2:3][CH2:2]1.OOS([O-])=O.[K+].[CH3:17][OH:18]. (3) The reactants are: [C:9](O[C:9]([O:11][C:12]([CH3:15])([CH3:14])[CH3:13])=[O:10])([O:11][C:12]([CH3:15])([CH3:14])[CH3:13])=[O:10].[O:16]=[C:17]1[C:25](=[O:26])[C:24]2[C:19](=[CH:20][CH:21]=[C:22]([CH:27]([CH2:33][CH2:34][CH2:35][CH3:36])[C:28]([O:30][CH2:31][CH3:32])=[O:29])[CH:23]=2)[NH:18]1. Given the product [CH2:31]([O:30][C:28]([CH:27]([C:22]1[CH:23]=[C:24]2[C:19](=[CH:20][CH:21]=1)[N:18]([C:9]([O:11][C:12]([CH3:13])([CH3:14])[CH3:15])=[O:10])[C:17](=[O:16])[C:25]2=[O:26])[CH2:33][CH2:34][CH2:35][CH3:36])=[O:29])[CH3:32], predict the reactants needed to synthesize it. (4) The reactants are: [OH:1][CH2:2][C:3]1[CH:4]=[CH:5][C:6]2[N:7]([C:9]([C:12]([O:14][CH2:15][CH3:16])=[O:13])=[CH:10][N:11]=2)[CH:8]=1.CCN(C(C)C)C(C)C.CS(Cl)(=O)=O.C([O-])([O-])=O.[K+].[K+].[F:37][C:38]([F:42])([F:41])[CH2:39]O. Given the product [F:37][C:38]([F:42])([F:41])[CH2:39][O:1][CH2:2][C:3]1[CH:4]=[CH:5][C:6]2[N:7]([C:9]([C:12]([O:14][CH2:15][CH3:16])=[O:13])=[CH:10][N:11]=2)[CH:8]=1, predict the reactants needed to synthesize it. (5) Given the product [NH2:8][C@H:9]1[CH2:14][CH2:13][CH2:12][CH2:11][C@H:10]1[NH:15][C:16]1[N:21]=[C:20]([C:22]2[S:26][N:25]=[C:24]([CH3:27])[CH:23]=2)[C:19]2[C:28](=[O:38])[NH:29][CH2:30][C:18]=2[C:17]=1[F:39], predict the reactants needed to synthesize it. The reactants are: C(OC([NH:8][C@H:9]1[CH2:14][CH2:13][CH2:12][CH2:11][C@H:10]1[NH:15][C:16]1[N:21]=[C:20]([C:22]2[S:26][N:25]=[C:24]([CH3:27])[CH:23]=2)[C:19]2[C:28](=[O:38])[N:29](C(OC(C)(C)C)=O)[CH2:30][C:18]=2[C:17]=1[F:39])=O)(C)(C)C.Cl.O1CCOCC1.